From a dataset of Reaction yield outcomes from USPTO patents with 853,638 reactions. Predict the reaction yield, written as a fraction of the theoretical maximum amount of product (1.0 means a 100% yield; for example, 0.34 means a 34% yield). The reactants are COCOC1C(OCC(F)(F)F)=CC=CC=1C=O.[CH2:19]([O:21][CH:22]([O:42][CH2:43][CH3:44])[CH2:23]/[N:24]=[CH:25]/[C:26]1[CH:31]=[CH:30][CH:29]=[C:28]([O:32][CH2:33][C:34]([F:37])([F:36])[F:35])[C:27]=1[O:38][CH2:39][O:40][CH3:41])[CH3:20].[BH4-].[Na+].O. The catalyst is CCO. The product is [CH2:43]([O:42][CH:22]([O:21][CH2:19][CH3:20])[CH2:23][NH:24][CH2:25][C:26]1[CH:31]=[CH:30][CH:29]=[C:28]([O:32][CH2:33][C:34]([F:36])([F:37])[F:35])[C:27]=1[O:38][CH2:39][O:40][CH3:41])[CH3:44]. The yield is 0.200.